The task is: Predict the product of the given reaction.. This data is from Forward reaction prediction with 1.9M reactions from USPTO patents (1976-2016). (1) The product is: [Cl:1][C:2]1[CH:10]=[CH:9][CH:8]=[C:7]([F:11])[C:3]=1[C:4]([NH:21][CH2:20][CH:19]([C:16]1[CH:17]=[N:18][C:13]([CH3:12])=[N:14][CH:15]=1)[N:22]1[CH2:28][CH2:27][CH2:26][O:25][CH2:24][CH2:23]1)=[O:6]. Given the reactants [Cl:1][C:2]1[CH:10]=[CH:9][CH:8]=[C:7]([F:11])[C:3]=1[C:4]([OH:6])=O.[CH3:12][C:13]1[N:18]=[CH:17][C:16]([CH:19]([N:22]2[CH2:28][CH2:27][CH2:26][O:25][CH2:24][CH2:23]2)[CH2:20][NH2:21])=[CH:15][N:14]=1, predict the reaction product. (2) Given the reactants [C:1]([C:3]1[CH:8]=[CH:7][C:6](B(O)O)=[CH:5][CH:4]=1)#[N:2].Br[C:13]1[CH:14]=[N:15][CH:16]=[CH:17][C:18]=1[CH:19]([OH:21])[CH3:20].C(Cl)Cl.C([O-])([O-])=O.[Na+].[Na+], predict the reaction product. The product is: [OH:21][CH:19]([C:18]1[CH:17]=[CH:16][N:15]=[CH:14][C:13]=1[C:6]1[CH:7]=[CH:8][C:3]([C:1]#[N:2])=[CH:4][CH:5]=1)[CH3:20]. (3) The product is: [F:1][C:2]1[CH:7]=[CH:6][CH:5]=[CH:4][C:3]=1[C:8]1[N:9]=[N:10][C:11]2[C@@:12]3([CH2:21][OH:22])[C:18]([CH3:19])([CH3:20])[C@@H:15]([C:16]=2[CH:17]=1)[CH2:14][CH2:13]3. Given the reactants [F:1][C:2]1[CH:7]=[CH:6][CH:5]=[CH:4][C:3]=1[C:8]1[N:9]=[N:10][C:11]2[C@@:12]3([CH2:21][O:22]C(=O)C)[C:18]([CH3:20])([CH3:19])[C@@H:15]([C:16]=2[CH:17]=1)[CH2:14][CH2:13]3.[OH-].[Na+], predict the reaction product.